This data is from NCI-60 drug combinations with 297,098 pairs across 59 cell lines. The task is: Regression. Given two drug SMILES strings and cell line genomic features, predict the synergy score measuring deviation from expected non-interaction effect. Synergy scores: CSS=10.2, Synergy_ZIP=2.19, Synergy_Bliss=0.527, Synergy_Loewe=-0.479, Synergy_HSA=0.519. Cell line: SK-OV-3. Drug 2: CC12CCC3C(C1CCC2=O)CC(=C)C4=CC(=O)C=CC34C. Drug 1: CC(C1=C(C=CC(=C1Cl)F)Cl)OC2=C(N=CC(=C2)C3=CN(N=C3)C4CCNCC4)N.